This data is from Full USPTO retrosynthesis dataset with 1.9M reactions from patents (1976-2016). The task is: Predict the reactants needed to synthesize the given product. (1) Given the product [CH2:1]([O:8][C:9]([C:18]1[CH:23]=[CH:22][C:21]([N:24]2[CH2:29][CH2:28][N:27]([C:30](=[O:33])[CH2:31][N:49]3[C:48](=[O:53])[C:47]([C:44]4[CH:45]=[CH:46][C:41]5[CH2:40][CH2:39][O:38][C:42]=5[CH:43]=4)([CH3:54])[NH:51][C:50]3=[O:52])[CH2:26][C@@H:25]2[CH3:34])=[C:20]([CH:35]=[CH:36][CH3:37])[CH:19]=1)([C:14]([F:17])([F:16])[F:15])[C:10]([F:13])([F:12])[F:11])[C:2]1[CH:7]=[CH:6][CH:5]=[CH:4][CH:3]=1, predict the reactants needed to synthesize it. The reactants are: [CH2:1]([O:8][C:9]([C:18]1[CH:23]=[CH:22][C:21]([N:24]2[CH2:29][CH2:28][N:27]([C:30](=[O:33])[CH2:31]Br)[CH2:26][C@@H:25]2[CH3:34])=[C:20]([CH:35]=[CH:36][CH3:37])[CH:19]=1)([C:14]([F:17])([F:16])[F:15])[C:10]([F:13])([F:12])[F:11])[C:2]1[CH:7]=[CH:6][CH:5]=[CH:4][CH:3]=1.[O:38]1[C:42]2[CH:43]=[C:44]([C:47]3([CH3:54])[NH:51][C:50](=[O:52])[NH:49][C:48]3=[O:53])[CH:45]=[CH:46][C:41]=2[CH2:40][CH2:39]1. (2) Given the product [CH2:1]([C:8]1[CH:9]=[N:10][C:11]2[C:16]([C:17]=1[C:18]1[CH:19]=[C:20]([NH:24][CH2:34][C:31]3[CH:32]=[CH:33][S:29][CH:30]=3)[CH:21]=[CH:22][CH:23]=1)=[CH:15][CH:14]=[CH:13][C:12]=2[C:25]([F:28])([F:26])[F:27])[C:2]1[CH:3]=[CH:4][CH:5]=[CH:6][CH:7]=1, predict the reactants needed to synthesize it. The reactants are: [CH2:1]([C:8]1[CH:9]=[N:10][C:11]2[C:16]([C:17]=1[C:18]1[CH:19]=[C:20]([NH2:24])[CH:21]=[CH:22][CH:23]=1)=[CH:15][CH:14]=[CH:13][C:12]=2[C:25]([F:28])([F:27])[F:26])[C:2]1[CH:7]=[CH:6][CH:5]=[CH:4][CH:3]=1.[S:29]1[CH:33]=[CH:32][C:31]([CH:34]=O)=[CH:30]1.